Dataset: Reaction yield outcomes from USPTO patents with 853,638 reactions. Task: Predict the reaction yield, written as a fraction of the theoretical maximum amount of product (1.0 means a 100% yield; for example, 0.34 means a 34% yield). (1) The reactants are [N+:1]([C:4]1[CH:15]=[CH:14][C:7]2[C:8](=[O:13])[NH:9][CH2:10][CH2:11][O:12][C:6]=2[CH:5]=1)([O-])=O.CN(C=O)C. The catalyst is [Pd].C(O)C. The product is [NH2:1][C:4]1[CH:15]=[CH:14][C:7]2[C:8](=[O:13])[NH:9][CH2:10][CH2:11][O:12][C:6]=2[CH:5]=1. The yield is 0.350. (2) The reactants are [F:1][C:2]1[CH:3]=[C:4]([CH:19]=[CH:20][CH:21]=1)[CH2:5][O:6][C:7]1[CH:8]=[CH:9][C:10]2[CH:16]=[CH:15][NH:14][C:13](=[O:17])[CH2:12][C:11]=2[CH:18]=1.[C:22]([O-])(=[O:24])[CH3:23].[Na+]. The catalyst is C(OC(=O)C)(=O)C. The product is [C:22]([N:14]1[CH:15]=[CH:16][C:10]2[CH:9]=[CH:8][C:7]([O:6][CH2:5][C:4]3[CH:19]=[CH:20][CH:21]=[C:2]([F:1])[CH:3]=3)=[CH:18][C:11]=2[CH2:12][C:13]1=[O:17])(=[O:24])[CH3:23]. The yield is 0.770.